This data is from Reaction yield outcomes from USPTO patents with 853,638 reactions. The task is: Predict the reaction yield, written as a fraction of the theoretical maximum amount of product (1.0 means a 100% yield; for example, 0.34 means a 34% yield). (1) The product is [C:14]1([N:20]([CH2:32][CH2:33][C:34]2[NH:38][N:37]=[N:36][N:35]=2)[C:21]([C:22]2[CH:27]=[CH:26][C:25]3[N:28]([CH3:29])[C:11]([CH2:10][CH2:9][C:6]4[CH:5]=[CH:4][C:3]([C:1]#[N:2])=[CH:8][CH:7]=4)=[N:30][C:24]=3[CH:23]=2)=[O:31])[CH:19]=[CH:18][CH:17]=[CH:16][CH:15]=1. The yield is 0.670. The reactants are [C:1]([C:3]1[CH:8]=[CH:7][C:6]([CH2:9][CH2:10][C:11](O)=O)=[CH:5][CH:4]=1)#[N:2].[C:14]1([N:20]([CH2:32][CH2:33][C:34]2[NH:38][N:37]=[N:36][N:35]=2)[C:21](=[O:31])[C:22]2[CH:27]=[CH:26][C:25]([NH:28][CH3:29])=[C:24]([NH2:30])[CH:23]=2)[CH:19]=[CH:18][CH:17]=[CH:16][CH:15]=1.[K+].[Br-]. No catalyst specified. (2) The product is [CH2:16]([O:18][C:19]([C:21]1([NH:32][C:8](=[O:10])[C:7]2[CH:11]=[CH:12][CH:13]=[C:14]([CH3:15])[C:6]=2[O:5][CH:1]2[CH2:2][CH2:3][CH2:4]2)[CH2:29][C:28]2[C:23](=[CH:24][CH:25]=[C:26]([Cl:31])[C:27]=2[Cl:30])[CH2:22]1)=[O:20])[CH3:17]. The catalyst is CN(C=O)C. The reactants are [CH:1]1([O:5][C:6]2[C:14]([CH3:15])=[CH:13][CH:12]=[CH:11][C:7]=2[C:8]([OH:10])=O)[CH2:4][CH2:3][CH2:2]1.[CH2:16]([O:18][C:19]([C:21]1([NH2:32])[CH2:29][C:28]2[C:23](=[CH:24][CH:25]=[C:26]([Cl:31])[C:27]=2[Cl:30])[CH2:22]1)=[O:20])[CH3:17].CN(C(ON1N=NC2C=CC=NC1=2)=[N+](C)C)C.F[P-](F)(F)(F)(F)F.CCN(C(C)C)C(C)C. The yield is 0.900. (3) The reactants are [CH3:1][O:2][CH2:3][CH2:4][OH:5].F[C:7]1[CH:12]=[CH:11][CH:10]=[CH:9][C:8]=1[N+:13]([O-:15])=[O:14].[CH3:16][O:17][CH2:18][CH2:19][O:20][C:21]1[CH:27]=[CH:26][CH:25]=[CH:24][C:22]=1[NH2:23].[NH2:28][C:29]1[S:30][CH:31]=[CH:32][N:33]=1. No catalyst specified. The product is [CH3:1][O:2][CH2:3][CH2:4][O:5][C:7]1[CH:12]=[CH:11][CH:10]=[CH:9][C:8]=1[N+:13]([O-:15])=[O:14].[CH3:16][O:17][CH2:18][CH2:19][O:20][C:21]1[CH:27]=[CH:26][CH:25]=[CH:24][C:22]=1[NH:23][C:4]([NH:28][C:29]1[S:30][CH:31]=[CH:32][N:33]=1)=[O:5]. The yield is 0.640. (4) The reactants are C(=O)([O-])[O-].[K+].[K+].Cl.Cl[CH2:9][CH2:10][N:11]1[CH2:16][CH2:15][O:14][CH2:13][CH2:12]1.CN1CCCC1=O.[F:24][C:25]1[CH:34]=[CH:33][C:32]([O:35][CH2:36][CH2:37][CH3:38])=[C:31]2[C:26]=1[C:27](=[O:47])[C:28]([C:39]1[CH:44]=[CH:43][C:42]([O:45][CH3:46])=[CH:41][CH:40]=1)=[CH:29][NH:30]2. The catalyst is C(OCC)(=O)C.O. The product is [F:24][C:25]1[CH:34]=[CH:33][C:32]([O:35][CH2:36][CH2:37][CH3:38])=[C:31]2[C:26]=1[C:27](=[O:47])[C:28]([C:39]1[CH:40]=[CH:41][C:42]([O:45][CH3:46])=[CH:43][CH:44]=1)=[CH:29][N:30]2[CH2:9][CH2:10][N:11]1[CH2:16][CH2:15][O:14][CH2:13][CH2:12]1. The yield is 0.750. (5) The reactants are [CH:1]1([C:4]2[NH:5][C:6]3[C:11]([CH:12]=2)=[C:10]([C:13]([F:16])([F:15])[F:14])[C:9]([C:17]#[N:18])=[CH:8][CH:7]=3)[CH2:3][CH2:2]1.C(=O)([O-])[O-].[Cs+].[Cs+].Br[CH2:26][C:27]([O:29][C:30]([CH3:33])([CH3:32])[CH3:31])=[O:28]. The catalyst is C(#N)C. The product is [C:17]([C:9]1[C:10]([C:13]([F:14])([F:15])[F:16])=[C:11]2[C:6](=[CH:7][CH:8]=1)[N:5]([CH2:26][C:27]([O:29][C:30]([CH3:33])([CH3:32])[CH3:31])=[O:28])[C:4]([CH:1]1[CH2:2][CH2:3]1)=[CH:12]2)#[N:18]. The yield is 1.00. (6) The reactants are [CH2:1]1[C:9]2[C:4](=[CH:5][C:6]([CH2:10][OH:11])=[CH:7][CH:8]=2)[CH2:3][NH:2]1.C(N(CC)CC)C.Cl[C:20]([O:22][CH2:23][C:24]1[CH:29]=[CH:28][CH:27]=[CH:26][CH:25]=1)=[O:21]. The catalyst is O1CCCC1. The product is [CH2:23]([O:22][C:20]([N:2]1[CH2:3][C:4]2[C:9](=[CH:8][CH:7]=[C:6]([CH2:10][OH:11])[CH:5]=2)[CH2:1]1)=[O:21])[C:24]1[CH:29]=[CH:28][CH:27]=[CH:26][CH:25]=1. The yield is 0.980. (7) The reactants are [CH:1]1([Mg]Cl)[CH2:6][CH2:5][CH2:4][CH2:3][CH2:2]1.I[C:10]1[C:15]2[O:16][C:17]3[CH:22]=[CH:21][CH:20]=[CH:19][C:18]=3[C:14]=2[CH:13]=[CH:12][CH:11]=1.C1(P(C2CCCCC2)C2C=CC=CC=2C2C(OC)=CC=CC=2OC)CCCCC1. The product is [CH:1]1([C:22]2[C:17]3[O:16][C:15]4[CH:10]=[CH:11][CH:12]=[CH:13][C:14]=4[C:18]=3[CH:19]=[CH:20][CH:21]=2)[CH2:6][CH2:5][CH2:4][CH2:3][CH2:2]1. The catalyst is [Cl-].[Cl-].[Zn+2].C1C=CC(/C=C/C(/C=C/C2C=CC=CC=2)=O)=CC=1.C1C=CC(/C=C/C(/C=C/C2C=CC=CC=2)=O)=CC=1.C1C=CC(/C=C/C(/C=C/C2C=CC=CC=2)=O)=CC=1.[Pd].[Pd].C1COCC1. The yield is 0.900.